Dataset: Catalyst prediction with 721,799 reactions and 888 catalyst types from USPTO. Task: Predict which catalyst facilitates the given reaction. (1) Reactant: CS([C:5]1[N:10]=[C:9]([NH:11][C@H:12]2[CH2:17][CH2:16][CH2:15][N:14]([S:18]([CH2:21][CH:22]([CH3:24])[CH3:23])(=[O:20])=[O:19])[CH2:13]2)[C:8]([C:25]2[N:26]=[C:27]3[CH:33]=[CH:32][N:31]([CH2:34][O:35][CH2:36][CH2:37][Si:38]([CH3:41])([CH3:40])[CH3:39])[C:28]3=[N:29][CH:30]=2)=[CH:7][N:6]=1)(=O)=O.[OH-].[NH4+:43]. Product: [CH3:24][CH:22]([CH3:23])[CH2:21][S:18]([N:14]1[CH2:15][CH2:16][CH2:17][C@H:12]([NH:11][C:9]2[C:8]([C:25]3[N:26]=[C:27]4[CH:33]=[CH:32][N:31]([CH2:34][O:35][CH2:36][CH2:37][Si:38]([CH3:41])([CH3:40])[CH3:39])[C:28]4=[N:29][CH:30]=3)=[CH:7][N:6]=[C:5]([NH2:43])[N:10]=2)[CH2:13]1)(=[O:20])=[O:19]. The catalyst class is: 12. (2) Reactant: C([Cl:4])(=O)C.[CH3:5][N:6]1[CH2:11][CH2:10][N:9]([C:12]([CH:14]2[CH2:31][CH2:30][C:17]3([CH2:22][CH2:21][N:20](C(OC(C)(C)C)=O)[CH2:19][CH2:18]3)[CH2:16][CH2:15]2)=[O:13])[CH2:8][CH2:7]1. Product: [ClH:4].[CH3:5][N:6]1[CH2:7][CH2:8][N:9]([C:12]([CH:14]2[CH2:31][CH2:30][C:17]3([CH2:22][CH2:21][NH:20][CH2:19][CH2:18]3)[CH2:16][CH2:15]2)=[O:13])[CH2:10][CH2:11]1. The catalyst class is: 8. (3) Reactant: [CH3:1][C:2]1[CH:7]=[CH:6][C:5]([CH3:8])=[CH:4][C:3]=1[CH:9]1[CH2:14][CH2:13][CH2:12][CH2:11][C:10]1=[O:15].[Br:16]Br. Product: [Br:16][CH:11]1[C:10](=[O:15])[CH:9]([C:3]2[CH:4]=[C:5]([CH3:8])[CH:6]=[CH:7][C:2]=2[CH3:1])[CH2:14][CH2:13][CH2:12]1. The catalyst class is: 22.